Dataset: Forward reaction prediction with 1.9M reactions from USPTO patents (1976-2016). Task: Predict the product of the given reaction. (1) The product is: [CH3:15][O:14][C:7]1[CH:8]=[C:9]2[C:4](=[CH:5][CH:6]=1)[N:3]=[C:2]([NH:19][CH2:16][CH2:17][CH3:18])[C:11]([CH:12]=[O:13])=[CH:10]2. Given the reactants Cl[C:2]1[C:11]([CH:12]=[O:13])=[CH:10][C:9]2[C:4](=[CH:5][CH:6]=[C:7]([O:14][CH3:15])[CH:8]=2)[N:3]=1.[CH2:16]([NH2:19])[CH2:17][CH3:18], predict the reaction product. (2) The product is: [Cl:13][C:14]1[C:18]([Cl:19])=[C:17]([CH2:20][O:21][C:2]2[C:6]3[CH:7]=[CH:8][CH:9]=[CH:10][C:5]=3[S:4](=[O:12])(=[O:11])[N:3]=2)[S:16][N:15]=1. Given the reactants Cl[C:2]1[C:6]2[CH:7]=[CH:8][CH:9]=[CH:10][C:5]=2[S:4](=[O:12])(=[O:11])[N:3]=1.[Cl:13][C:14]1[C:18]([Cl:19])=[C:17]([CH2:20][OH:21])[S:16][N:15]=1.C(N(CC)CC)C.O, predict the reaction product.